Predict which catalyst facilitates the given reaction. From a dataset of Catalyst prediction with 721,799 reactions and 888 catalyst types from USPTO. (1) Reactant: Cl[CH2:2][CH2:3][CH2:4][N:5]1[C:9]2[C:10]([C:16]([O:18][CH3:19])=[O:17])=[CH:11][CH:12]=[C:13]([O:14][CH3:15])[C:8]=2[N:7]=[C:6]1[NH:20][C:21]1[C:22]([CH3:30])=[N:23][C:24]([O:28][CH3:29])=[N:25][C:26]=1[CH3:27].C(=O)([O-])[O-].[K+].[K+].O. Product: [CH3:15][O:14][C:13]1[CH:12]=[CH:11][C:10]([C:16]([O:18][CH3:19])=[O:17])=[C:9]2[C:8]=1[N:7]=[C:6]1[N:20]([C:21]3[C:22]([CH3:30])=[N:23][C:24]([O:28][CH3:29])=[N:25][C:26]=3[CH3:27])[CH2:2][CH2:3][CH2:4][N:5]21. The catalyst class is: 9. (2) Reactant: F[C:2]1[N:7]2[CH:8]=[C:9]([CH2:11][N:12]3[C@H:25]4[C@H:16]([CH2:17][CH2:18][C:19]5[C:24]4=[N:23][CH:22]=[CH:21][CH:20]=5)[CH2:15][CH2:14][CH2:13]3)[N:10]=[C:6]2[CH:5]=[CH:4][CH:3]=1.[CH3:26][NH:27][CH:28]1[CH2:32][CH2:31][N:30]([CH3:33])[CH2:29]1. Product: [N:12]1([CH2:11][C:9]2[N:10]=[C:6]3[CH:5]=[CH:4][CH:3]=[C:2]([N:27]([CH3:26])[CH:28]4[CH2:32][CH2:31][N:30]([CH3:33])[CH2:29]4)[N:7]3[CH:8]=2)[C@H:25]2[C@H:16]([CH2:17][CH2:18][C:19]3[C:24]2=[N:23][CH:22]=[CH:21][CH:20]=3)[CH2:15][CH2:14][CH2:13]1. The catalyst class is: 16. (3) Reactant: [OH:1][B:2]1[C:6]2[CH:7]=[C:8]([O:11][C:12]3[CH:17]=[CH:16][CH:15]=[CH:14][CH:13]=3)[CH:9]=[CH:10][C:5]=2[CH:4]([CH2:18][C:19]([OH:21])=O)[O:3]1.C(N1C=CN=C1)(N1C=CN=C1)=O.[CH3:34][S:35]([NH2:38])(=[O:37])=[O:36].N12CCCN=C1CCCCC2. Product: [OH:1][B:2]1[C:6]2[CH:7]=[C:8]([O:11][C:12]3[CH:17]=[CH:16][CH:15]=[CH:14][CH:13]=3)[CH:9]=[CH:10][C:5]=2[CH:4]([CH2:18][C:19]([NH:38][S:35]([CH3:34])(=[O:37])=[O:36])=[O:21])[O:3]1. The catalyst class is: 2. (4) Product: [CH3:23][N:24]1[C:32](=[O:33])[C:31]2[N:30]([C@@H:34]([CH3:38])[C:35]([NH:20][C:18]3[CH:17]=[N:16][CH:15]=[C:14]([C:11]4[CH:10]=[N:9][C:8]([N:4]5[CH2:5][CH2:6][CH2:7][C@H:3]5[C:2]([F:21])([F:1])[F:22])=[N:13][CH:12]=4)[N:19]=3)=[O:36])[CH:29]=[N:28][C:27]=2[N:26]([CH3:39])[C:25]1=[O:40]. The catalyst class is: 2. Reactant: [F:1][C:2]([F:22])([F:21])[C@@H:3]1[CH2:7][CH2:6][CH2:5][N:4]1[C:8]1[N:13]=[CH:12][C:11]([C:14]2[N:19]=[C:18]([NH2:20])[CH:17]=[N:16][CH:15]=2)=[CH:10][N:9]=1.[CH3:23][N:24]1[C:32](=[O:33])[C:31]2[N:30]([C@@H:34]([CH3:38])[C:35](O)=[O:36])[CH:29]=[N:28][C:27]=2[N:26]([CH3:39])[C:25]1=[O:40].C1CCC(N=C=NC2CCCCC2)CC1.N1C=CC=CC=1. (5) The catalyst class is: 420. Reactant: Cl[C:2]1[C:11]2[C:6](=[CH:7][C:8]([O:14][CH3:15])=[C:9]([O:12][CH3:13])[CH:10]=2)[N:5]=[CH:4][CH:3]=1.[OH:16][C:17]1[C:18]([I:24])=[N:19][C:20]([CH3:23])=[CH:21][CH:22]=1. Product: [I:24][C:18]1[C:17]([O:16][C:2]2[C:11]3[C:6](=[CH:7][C:8]([O:14][CH3:15])=[C:9]([O:12][CH3:13])[CH:10]=3)[N:5]=[CH:4][CH:3]=2)=[CH:22][CH:21]=[C:20]([CH3:23])[N:19]=1. (6) Reactant: [OH-].[Na+].C([O:5][C:6](=[O:43])[C:7]([CH3:42])([O:30][C:31]1[CH:36]=[CH:35][CH:34]=[C:33]([C:37]2[CH:41]=[CH:40][S:39][CH:38]=2)[CH:32]=1)[CH2:8][C:9]1[CH:14]=[CH:13][C:12]([O:15][CH2:16][CH2:17][C:18]2[N:19]=[C:20]([CH:24]3[CH2:29][CH2:28][CH2:27][CH2:26][CH2:25]3)[O:21][C:22]=2[CH3:23])=[CH:11][CH:10]=1)C.C(OC(=O)C(C)(OC1C=CC=CC=1)CC1C=CC(OCCC2N=C(C3CCCCC3)OC=2C)=CC=1)C. Product: [CH:24]1([C:20]2[O:21][C:22]([CH3:23])=[C:18]([CH2:17][CH2:16][O:15][C:12]3[CH:11]=[CH:10][C:9]([CH2:8][C:7]([CH3:42])([O:30][C:31]4[CH:36]=[CH:35][CH:34]=[C:33]([C:37]5[CH:41]=[CH:40][S:39][CH:38]=5)[CH:32]=4)[C:6]([OH:43])=[O:5])=[CH:14][CH:13]=3)[N:19]=2)[CH2:29][CH2:28][CH2:27][CH2:26][CH2:25]1. The catalyst class is: 8. (7) Reactant: [C:1]([O:5][C:6]([NH:8][C@@H:9]([CH2:13][CH2:14][CH2:15][CH2:16][CH2:17][C:18](=[O:21])[CH2:19][CH3:20])[C:10]([OH:12])=[O:11])=[O:7])([CH3:4])([CH3:3])[CH3:2].S(C)[CH3:23]. Product: [C:1]([O:5][C:6]([NH:8][C@@H:9]([CH2:13][CH2:14][CH2:15][CH2:16][CH2:17][CH:18]([OH:21])[CH2:19][CH3:20])[C:10]([O:12][CH3:23])=[O:11])=[O:7])([CH3:4])([CH3:3])[CH3:2]. The catalyst class is: 1.